This data is from Full USPTO retrosynthesis dataset with 1.9M reactions from patents (1976-2016). The task is: Predict the reactants needed to synthesize the given product. (1) Given the product [C:24]([CH:26]([C:32]1[CH:37]=[CH:36][C:35]([O:20][CH2:19][C:16]2[CH:15]=[CH:14][C:13]([O:12][CH2:11]/[C:10](/[C:2]3[CH2:1][C:9]4[C:4]([CH:3]=3)=[CH:5][CH:6]=[CH:7][CH:8]=4)=[N:21]\[O:22][CH3:23])=[CH:18][CH:17]=2)=[CH:34][CH:33]=1)[CH2:27][C:28]([OH:30])=[O:29])#[N:25], predict the reactants needed to synthesize it. The reactants are: [CH2:1]1[C:9]2[C:4](=[CH:5][CH:6]=[CH:7][CH:8]=2)[CH:3]=[C:2]1/[C:10](=[N:21]/[O:22][CH3:23])/[CH2:11][O:12][C:13]1[CH:18]=[CH:17][C:16]([CH2:19][OH:20])=[CH:15][CH:14]=1.[C:24]([CH:26]([C:32]1[CH:37]=[CH:36][C:35](O)=[CH:34][CH:33]=1)[CH2:27][C:28]([O:30]C)=[O:29])#[N:25]. (2) Given the product [Cl:24][C:19]1[CH:18]=[C:17]([N:14]2[CH2:15][CH2:16][N:11]([S:8]([C:5]3[CH:6]=[CH:7][C:2]([C:46]4[CH:47]=[C:42]5[N:41]=[C:40]([CH2:39][CH2:38][C:34]6[CH:33]=[C:32]([O:31][CH3:30])[CH:37]=[CH:36][N:35]=6)[NH:49][C:43]5=[N:44][CH:45]=4)=[CH:3][CH:4]=3)(=[O:10])=[O:9])[CH2:12][CH2:13]2)[CH:22]=[C:21]([Cl:23])[CH:20]=1, predict the reactants needed to synthesize it. The reactants are: Br[C:2]1[CH:7]=[CH:6][C:5]([S:8]([N:11]2[CH2:16][CH2:15][N:14]([C:17]3[CH:22]=[C:21]([Cl:23])[CH:20]=[C:19]([Cl:24])[CH:18]=3)[CH2:13][CH2:12]2)(=[O:10])=[O:9])=[CH:4][CH:3]=1.C([O-])(=O)C.[K+].[CH3:30][O:31][C:32]1[CH:37]=[CH:36][N:35]=[C:34]([CH2:38][CH2:39][C:40]2[NH:49][C:43]3=[N:44][CH:45]=[C:46](I)[CH:47]=[C:42]3[N:41]=2)[CH:33]=1.C(=O)([O-])[O-].[K+].[K+].[Cl-].[Li+]. (3) Given the product [CH2:14]([N:13]([CH:7]1[CH2:12][CH2:11][CH2:10][CH2:9][CH2:8]1)[CH2:17][CH2:18][O:19][C:20]1[CH:25]=[CH:24][CH:23]=[CH:22][CH:21]=1)[CH3:15], predict the reactants needed to synthesize it. The reactants are: [H-].[Al+3].[Li+].[H-].[H-].[H-].[CH:7]1([N:13]([CH2:17][CH2:18][O:19][C:20]2[CH:25]=[CH:24][CH:23]=[CH:22][CH:21]=2)[C:14](=O)[CH3:15])[CH2:12][CH2:11][CH2:10][CH2:9][CH2:8]1.O.[OH-].[Na+]. (4) Given the product [C:1]([O:5][C:6]([NH:8][CH2:9][CH2:10][CH2:11][CH2:12][CH2:13][CH:14]=[O:15])=[O:7])([CH3:4])([CH3:3])[CH3:2], predict the reactants needed to synthesize it. The reactants are: [C:1]([O:5][C:6]([NH:8][CH2:9][CH2:10][CH2:11][CH2:12][CH2:13][CH2:14][OH:15])=[O:7])([CH3:4])([CH3:3])[CH3:2].C[N+]1([O-])CCOCC1. (5) Given the product [Cl:28][C:29]1[CH:30]=[CH:31][C:32]([C:35]2[N:36]=[C:37]3[CH:42]=[CH:41][C:40]([C:43]([N:54]4[CH2:55][CH2:56][N:51]([CH3:50])[CH2:52][CH2:53]4)=[O:44])=[CH:39][N:38]3[C:46]=2[CH2:47][OH:48])=[CH:33][CH:34]=1, predict the reactants needed to synthesize it. The reactants are: C(N(C(C)C)CC)(C)C.CCCP1(OP(CCC)(=O)OP(CCC)(=O)O1)=O.[Cl:28][C:29]1[CH:34]=[CH:33][C:32]([C:35]2[N:36]=[C:37]3[CH:42]=[CH:41][C:40]([C:43]([O-])=[O:44])=[CH:39][N:38]3[C:46]=2[CH2:47][OH:48])=[CH:31][CH:30]=1.[Na+].[CH3:50][N:51]1[CH2:56][CH2:55][NH:54][CH2:53][CH2:52]1. (6) Given the product [CH2:10]([O:9][CH2:8][C@H:7]([O:6][CH2:5][CH:4]=[N:31][OH:32])[CH2:17][CH:18]=[CH2:19])[C:11]1[CH:16]=[CH:15][CH:14]=[CH:13][CH:12]=1, predict the reactants needed to synthesize it. The reactants are: C(O[CH:4](OCC)[CH2:5][O:6][C@H:7]([CH2:17][CH:18]=[CH2:19])[CH2:8][O:9][CH2:10][C:11]1[CH:16]=[CH:15][CH:14]=[CH:13][CH:12]=1)C.C(O)C.S(O)(O)(=O)=O.[NH2:31][OH:32].C([O-])(=O)C.[Na+].